This data is from Catalyst prediction with 721,799 reactions and 888 catalyst types from USPTO. The task is: Predict which catalyst facilitates the given reaction. (1) Reactant: Br.[N+:2]([C:5]1[CH:10]=[CH:9][C:8]([C:11]2[N:12]=[C:13]([C:16]3[CH:21]=[CH:20][N:19]=[C:18]([CH2:22][CH2:23][CH3:24])[CH:17]=3)[S:14][CH:15]=2)=[CH:7][CH:6]=1)([O-])=O.[OH-].[NH4+].O. Product: [CH2:22]([C:18]1[CH:17]=[C:16]([C:13]2[S:14][CH:15]=[C:11]([C:8]3[CH:9]=[CH:10][C:5]([NH2:2])=[CH:6][CH:7]=3)[N:12]=2)[CH:21]=[CH:20][N:19]=1)[CH2:23][CH3:24]. The catalyst class is: 32. (2) Reactant: [CH2:1]([O:3][C:4]([C:6]1[NH:7][C:8]([C:17]2[CH:22]=[CH:21][CH:20]=[CH:19][CH:18]=2)=[N:9][C:10]=1[C:11]1[CH:16]=[CH:15][CH:14]=[CH:13][CH:12]=1)=[O:5])[CH3:2].CI.[C:25](=O)([O-])[O-].[K+].[K+].CN(C)C=O. Product: [CH2:1]([O:3][C:4]([C:6]1[N:7]([CH3:25])[C:8]([C:17]2[CH:22]=[CH:21][CH:20]=[CH:19][CH:18]=2)=[N:9][C:10]=1[C:11]1[CH:16]=[CH:15][CH:14]=[CH:13][CH:12]=1)=[O:5])[CH3:2]. The catalyst class is: 6. (3) Reactant: [NH2:1][C:2]1[C:3]([C:14]([OH:16])=O)=[N:4][C:5]2[C:10]([CH:11]=1)=[CH:9][CH:8]=[C:7]([CH2:12][CH3:13])[CH:6]=2.[NH2:17][C:18]1[C:19]([N:27]2[CH2:32][CH2:31][CH2:30][C@H:29]([NH:33]C(=O)OC(C)(C)C)[CH2:28]2)=[C:20]2[CH2:26][CH2:25][O:24][C:21]2=[N:22][CH:23]=1.CN(C(ON1N=NC2C=CC=NC1=2)=[N+](C)C)C.F[P-](F)(F)(F)(F)F.CCN(C(C)C)C(C)C. Product: [NH2:1][C:2]1[C:3]([C:14]([NH:17][C:18]2[C:19]([N:27]3[CH2:32][CH2:31][CH2:30][C@H:29]([NH2:33])[CH2:28]3)=[C:20]3[CH2:26][CH2:25][O:24][C:21]3=[N:22][CH:23]=2)=[O:16])=[N:4][C:5]2[C:10]([CH:11]=1)=[CH:9][CH:8]=[C:7]([CH2:12][CH3:13])[CH:6]=2. The catalyst class is: 3. (4) Reactant: C([O:3][C:4](=[O:31])[CH2:5][C:6]1[N:7]2[CH:30]=[CH:29][CH:28]=[CH:27][C:8]2=[C:9]2[C:14]=1[CH2:13][CH2:12][CH:11]([N:15]([S:17]([C:20]1[CH:25]=[CH:24][C:23]([F:26])=[CH:22][CH:21]=1)(=[O:19])=[O:18])[CH3:16])[CH2:10]2)C. Product: [F:26][C:23]1[CH:24]=[CH:25][C:20]([S:17]([N:15]([CH3:16])[CH:11]2[CH2:10][C:9]3[C:14](=[C:6]([CH2:5][C:4]([OH:31])=[O:3])[N:7]4[CH:30]=[CH:29][CH:28]=[CH:27][C:8]4=3)[CH2:13][CH2:12]2)(=[O:19])=[O:18])=[CH:21][CH:22]=1. The catalyst class is: 1. (5) Reactant: [CH:1]([N:4]1[C:8]([C@H:9]2[CH2:13][O:12][CH2:11][C@H:10]2[CH2:14][OH:15])=[CH:7][CH:6]=[N:5]1)([CH3:3])[CH3:2].[OH:16][C:17]1[CH:24]=[CH:23][CH:22]=[C:21](O)[C:18]=1[CH:19]=[O:20].C1C=CC(P(C2C=CC=CC=2)C2C=CC=CC=2)=CC=1.CC(OC(/N=N/C(OC(C)C)=O)=O)C. Product: [OH:16][C:17]1[CH:24]=[CH:23][CH:22]=[C:21]([O:15][CH2:14][C@H:10]2[C@@H:9]([C:8]3[N:4]([CH:1]([CH3:3])[CH3:2])[N:5]=[CH:6][CH:7]=3)[CH2:13][O:12][CH2:11]2)[C:18]=1[CH:19]=[O:20]. The catalyst class is: 1. (6) Reactant: [C:1]1([C@H:7]2[C@@H:11]([C:12]3[CH:17]=[CH:16][CH:15]=[CH:14][CH:13]=3)[NH:10][C:9](=[S:18])[NH:8]2)[CH:6]=[CH:5][CH:4]=[CH:3][CH:2]=1.[CH3:19][I:20]. Product: [IH:20].[C:1]1([C@H:7]2[C@@H:11]([C:12]3[CH:13]=[CH:14][CH:15]=[CH:16][CH:17]=3)[NH:10][C:9]([S:18][CH3:19])=[N:8]2)[CH:2]=[CH:3][CH:4]=[CH:5][CH:6]=1. The catalyst class is: 14.